The task is: Regression/Classification. Given a drug SMILES string, predict its absorption, distribution, metabolism, or excretion properties. Task type varies by dataset: regression for continuous measurements (e.g., permeability, clearance, half-life) or binary classification for categorical outcomes (e.g., BBB penetration, CYP inhibition). Dataset: cyp3a4_veith.. This data is from CYP3A4 inhibition data for predicting drug metabolism from PubChem BioAssay. (1) The molecule is O=C(O)c1ccccc1-c1ccccc1C(=O)c1ccccc1. The result is 0 (non-inhibitor). (2) The drug is Cc1cc(SC(C)C(=O)Nc2c(C)n(C)n(-c3ccccc3)c2=O)nc2ccccc12. The result is 1 (inhibitor).